This data is from Catalyst prediction with 721,799 reactions and 888 catalyst types from USPTO. The task is: Predict which catalyst facilitates the given reaction. Reactant: [CH3:1][C:2]1[O:3][C:4]2[C:9]([C:10](=[O:12])[CH:11]=1)=[CH:8][CH:7]=[CH:6][C:5]=2[CH:13]=O.O=[C:16]([CH3:24])[CH2:17][C:18]([O:20][CH2:21][CH2:22][CH3:23])=[O:19].[NH2:25]/[C:26](/[CH3:30])=[CH:27]\[C:28]#[N:29].C(O)(=O)C. Product: [C:28]([C:27]1[CH:13]([C:5]2[CH:6]=[CH:7][CH:8]=[C:9]3[C:4]=2[O:3][C:2]([CH3:1])=[CH:11][C:10]3=[O:12])[C:17]([C:18]([O:20][CH2:21][CH2:22][CH3:23])=[O:19])=[C:16]([CH3:24])[NH:25][C:26]=1[CH3:30])#[N:29]. The catalyst class is: 41.